Dataset: Catalyst prediction with 721,799 reactions and 888 catalyst types from USPTO. Task: Predict which catalyst facilitates the given reaction. (1) Reactant: [C:1]([O:5][C:6]([NH:8][CH2:9][CH2:10][NH:11][C:12]1[CH:13]=[C:14]2[C:19](=[CH:20][CH:21]=1)[N:18]=[C:17]([CH2:22][CH:23]([CH3:25])[CH3:24])[C:16]([CH2:26][NH:27][C:28](=[O:34])[O:29][C:30]([CH3:33])([CH3:32])[CH3:31])=[C:15]2[C:35]1[CH:40]=[CH:39][C:38]([CH3:41])=[CH:37][CH:36]=1)=[O:7])([CH3:4])([CH3:3])[CH3:2].C(=O)([O-])O.[Na+].Cl[C:48](=[O:54])[C:49]([O:51][CH2:52][CH3:53])=[O:50]. Product: [C:1]([O:5][C:6]([NH:8][CH2:9][CH2:10][N:11]([C:48](=[O:54])[C:49]([O:51][CH2:52][CH3:53])=[O:50])[C:12]1[CH:13]=[C:14]2[C:19](=[CH:20][CH:21]=1)[N:18]=[C:17]([CH2:22][CH:23]([CH3:25])[CH3:24])[C:16]([CH2:26][NH:27][C:28]([O:29][C:30]([CH3:32])([CH3:33])[CH3:31])=[O:34])=[C:15]2[C:35]1[CH:40]=[CH:39][C:38]([CH3:41])=[CH:37][CH:36]=1)=[O:7])([CH3:2])([CH3:3])[CH3:4]. The catalyst class is: 13. (2) Reactant: [H-].[Na+].[CH3:3][O:4][C:5](=[O:17])[CH2:6][C:7]1[C:15]2[C:10](=[N:11][CH:12]=[CH:13][CH:14]=2)[NH:9][C:8]=1[CH3:16].[F:18][C:19]1[CH:24]=[CH:23][C:22]([S:25](Cl)(=[O:27])=[O:26])=[CH:21][C:20]=1[O:29][CH3:30]. Product: [CH3:3][O:4][C:5](=[O:17])[CH2:6][C:7]1[C:15]2[C:10](=[N:11][CH:12]=[CH:13][CH:14]=2)[N:9]([S:25]([C:22]2[CH:23]=[CH:24][C:19]([F:18])=[C:20]([O:29][CH3:30])[CH:21]=2)(=[O:26])=[O:27])[C:8]=1[CH3:16]. The catalyst class is: 1. (3) Reactant: N1C=CN=C1.[Si:6](Cl)([C:9]([CH3:12])([CH3:11])[CH3:10])([CH3:8])[CH3:7].[OH:14][CH2:15][C:16]1[C:21]([OH:22])=[CH:20][CH:19]=[C:18]([CH3:23])[N:17]=1. Product: [CH3:10][C:9]([Si:6]([CH3:8])([CH3:7])[O:14][CH2:15][C:16]1[C:21]([OH:22])=[CH:20][CH:19]=[C:18]([CH3:23])[N:17]=1)([CH3:12])[CH3:11]. The catalyst class is: 85. (4) Reactant: [Si:1]([O:8][CH2:9][C:10]1[N:11]=[CH:12][S:13][C:14]=1[CH3:15])([C:4]([CH3:7])([CH3:6])[CH3:5])([CH3:3])[CH3:2].C([Li])CCC.[O:21]1[CH2:26][CH2:25][C:24](=[O:27])[CH2:23][CH2:22]1.CC(C)=O.CCCCCC. Product: [Si:1]([O:8][CH2:9][C:10]1[N:11]=[C:12]([C:24]2([OH:27])[CH2:25][CH2:26][O:21][CH2:22][CH2:23]2)[S:13][C:14]=1[CH3:15])([C:4]([CH3:7])([CH3:6])[CH3:5])([CH3:2])[CH3:3]. The catalyst class is: 1. (5) Reactant: Br[C:2]1[CH:3]=[C:4]2[C:8](=[CH:9][CH:10]=1)[NH:7][C:6](=[O:11])[C:5]2([CH3:13])[CH3:12].[Cl:14][C:15]1[CH:16]=[C:17](B(O)O)[CH:18]=[CH:19][C:20]=1[F:21].C(=O)([O-])[O-].[K+].[K+].[Cl-].[NH4+]. Product: [Cl:14][C:15]1[CH:16]=[C:17]([C:2]2[CH:3]=[C:4]3[C:8](=[CH:9][CH:10]=2)[NH:7][C:6](=[O:11])[C:5]3([CH3:13])[CH3:12])[CH:18]=[CH:19][C:20]=1[F:21]. The catalyst class is: 437. (6) Reactant: [Li]CCCC.[CH3:6][N:7]1[CH:11]=[CH:10][N:9]=[CH:8]1.Cl[Si](CC)(CC)CC.[Cl:20][C:21]1[CH:22]=[C:23]([C:27]2[C:36]3[C:31](=[CH:32][CH:33]=[C:34]([C:37](=[O:47])[C:38]4[CH:43]=[CH:42][C:41]([N+:44]([O-:46])=[O:45])=[CH:40][CH:39]=4)[CH:35]=3)[N:30]([CH3:48])[C:29](=[O:49])[CH:28]=2)[CH:24]=[CH:25][CH:26]=1. Product: [Cl:20][C:21]1[CH:22]=[C:23]([C:27]2[C:36]3[C:31](=[CH:32][CH:33]=[C:34]([C:37]([OH:47])([C:11]4[N:7]([CH3:6])[CH:8]=[N:9][CH:10]=4)[C:38]4[CH:43]=[CH:42][C:41]([N+:44]([O-:46])=[O:45])=[CH:40][CH:39]=4)[CH:35]=3)[N:30]([CH3:48])[C:29](=[O:49])[CH:28]=2)[CH:24]=[CH:25][CH:26]=1. The catalyst class is: 20. (7) Reactant: Br[CH:2]1[CH2:7][CH2:6][CH2:5][NH:4][C:3]1=[O:8].C(N(CC)CC)C.NC1N=CN=C([N:23]2[CH2:28][CH2:27][N:26]([C:29]([O:31][C:32]([CH3:35])([CH3:34])[CH3:33])=[O:30])[CH2:25][CH2:24]2)C=1. Product: [O:8]=[C:3]1[CH:2]([N:23]2[CH2:24][CH2:25][N:26]([C:29]([O:31][C:32]([CH3:35])([CH3:34])[CH3:33])=[O:30])[CH2:27][CH2:28]2)[CH2:7][CH2:6][CH2:5][NH:4]1. The catalyst class is: 51. (8) Reactant: [N+:1]([C:4]1[NH:8][CH:7]=[N:6][C:5]=1/[CH:9]=[CH:10]/[C:11]1[CH:18]=[CH:17][C:14]([C:15]#[N:16])=[CH:13][CH:12]=1)([O-])=O. Product: [NH2:1][C:4]1[NH:8][CH:7]=[N:6][C:5]=1/[CH:9]=[CH:10]/[C:11]1[CH:18]=[CH:17][C:14]([C:15]#[N:16])=[CH:13][CH:12]=1. The catalyst class is: 43. (9) Reactant: C(OC([N:8]1[CH2:13][CH2:12][N:11]([CH:14]2[CH2:17][CH2:16][CH2:15]2)[CH2:10][CH2:9]1)=O)(C)(C)C.[ClH:18]. Product: [ClH:18].[ClH:18].[CH:14]1([N:11]2[CH2:12][CH2:13][NH:8][CH2:9][CH2:10]2)[CH2:17][CH2:16][CH2:15]1. The catalyst class is: 71. (10) Reactant: [CH3:1][O:2][C:3]1[N:8]=[CH:7][C:6]([NH:9][C:10]2[N:14]([C:15]3[CH:20]=[C:19](S(C)=O)[N:18]=[C:17]([CH3:24])[N:16]=3)[N:13]=[C:12]([CH3:25])[CH:11]=2)=[CH:5][CH:4]=1.[OH-].[NH4+:27]. Product: [CH3:1][O:2][C:3]1[N:8]=[CH:7][C:6]([NH:9][C:10]2[N:14]([C:15]3[N:16]=[C:17]([CH3:24])[N:18]=[C:19]([NH2:27])[CH:20]=3)[N:13]=[C:12]([CH3:25])[CH:11]=2)=[CH:5][CH:4]=1. The catalyst class is: 32.